Dataset: Full USPTO retrosynthesis dataset with 1.9M reactions from patents (1976-2016). Task: Predict the reactants needed to synthesize the given product. (1) Given the product [F:36][C:31]1[CH:30]=[C:29]([CH:34]=[CH:33][C:32]=1[F:35])[O:28][CH2:27][C:26]1[N:5]([C:4]2[CH:6]=[CH:7][C:8]([N:9]3[CH2:14][CH2:13][O:12][CH2:11][CH2:10]3)=[C:2]([F:1])[CH:3]=2)[C:21](=[O:20])[CH:22]=[C:23]([CH3:24])[N:25]=1, predict the reactants needed to synthesize it. The reactants are: [F:1][C:2]1[CH:3]=[C:4]([CH:6]=[CH:7][C:8]=1[N:9]1[CH2:14][CH2:13][O:12][CH2:11][CH2:10]1)[NH2:5].C[Al](C)C.C[O:20][C:21](=O)/[CH:22]=[C:23](\[NH:25][C:26](=O)[CH2:27][O:28][C:29]1[CH:34]=[CH:33][C:32]([F:35])=[C:31]([F:36])[CH:30]=1)/[CH3:24]. (2) Given the product [CH2:16]([O:15][C:13]([C:12]1[O:9][C:8]([C:2]2([CH3:1])[CH2:7][CH2:6][CH2:5][CH2:4][CH2:3]2)=[N:10][C:18]=1[CH3:20])=[O:14])[CH3:17], predict the reactants needed to synthesize it. The reactants are: [CH3:1][C:2]1([C:8]([NH2:10])=[O:9])[CH2:7][CH2:6][CH2:5][CH2:4][CH2:3]1.Cl[CH:12]([C:18]([CH3:20])=O)[C:13]([O:15][CH2:16][CH3:17])=[O:14]. (3) Given the product [C:37]1([CH:33]([C:27]2[CH:28]=[CH:29][CH:30]=[CH:31][CH:32]=2)[C:6]([N:8]2[CH2:12][C:11](=[N:13][O:14][CH2:15][C:16]3[CH:17]=[CH:18][C:19]([O:22][CH3:23])=[CH:20][CH:21]=3)[CH2:10][C@H:9]2[C:24]([NH:49][CH2:48][C:44]2[S:43][CH:47]=[CH:46][CH:45]=2)=[O:26])=[O:7])[CH:38]=[CH:39][CH:40]=[CH:41][CH:42]=1, predict the reactants needed to synthesize it. The reactants are: C(O[C:6]([N:8]1[CH2:12][C:11](=[N:13][O:14][CH2:15][C:16]2[CH:21]=[CH:20][C:19]([O:22][CH3:23])=[CH:18][CH:17]=2)[CH2:10][C@H:9]1[C:24]([OH:26])=O)=[O:7])(C)(C)C.[C:27]1([CH:33]([C:37]2[CH:42]=[CH:41][CH:40]=[CH:39][CH:38]=2)C(Cl)=O)[CH:32]=[CH:31][CH:30]=[CH:29][CH:28]=1.[S:43]1[CH:47]=[CH:46][CH:45]=[C:44]1[CH2:48][NH2:49]. (4) Given the product [Cl:8][C:6]1[CH:7]=[C:2]([O:18][C:11]2[C:10]([CH3:9])=[CH:15][C:14]([N+:16]([O-:21])=[O:19])=[CH:13][C:12]=2[CH3:17])[N:3]=[CH:4][N:5]=1, predict the reactants needed to synthesize it. The reactants are: Cl[C:2]1[CH:7]=[C:6]([Cl:8])[N:5]=[CH:4][N:3]=1.[CH3:9][C:10]1[CH:15]=[C:14]([NH2:16])[CH:13]=[C:12]([CH3:17])[C:11]=1[OH:18].[OH-:19].[Na+].[OH2:21].